From a dataset of Full USPTO retrosynthesis dataset with 1.9M reactions from patents (1976-2016). Predict the reactants needed to synthesize the given product. (1) Given the product [Cl:16][C:9]1[C:8]2[CH:13]=[C:4]([N+:1]([O-:3])=[O:2])[CH:5]=[CH:6][C:7]=2[S:11][N:10]=1, predict the reactants needed to synthesize it. The reactants are: [N+:1]([C:4]1[CH:5]=[CH:6][C:7]2[S:11][NH:10][C:9](=O)[C:8]=2[CH:13]=1)([O-:3])=[O:2].P(Cl)(Cl)([Cl:16])=O.C(N(CCCC)CCCC)CCC. (2) Given the product [CH2:28]([O:30][C:31]([C:32]1[N:33]([CH3:34])[C:2]2[C:7]([CH:21]=1)=[CH:6][N:5]=[C:4]1[C:3]=2[CH:10]=[CH:9][NH:8]1)=[O:35])[CH3:29], predict the reactants needed to synthesize it. The reactants are: Cl[C:2]1[CH:7]=[CH:6][N:5]=[C:4]2[N:8]([Si](C(C)C)(C(C)C)C(C)C)[CH:9]=[CH:10][C:3]=12.[C:21]([O-])([O-])=O.[K+].[K+].Cl.[CH2:28]([O:30][C:31](=[O:35])[CH2:32][NH:33][CH3:34])[CH3:29]. (3) Given the product [NH2:14][C:11]1[CH:12]=[C:13]2[C:8](=[CH:9][C:10]=1[F:21])[C:6](=[O:7])[CH:5]([CH2:1][CH2:2][CH2:3][CH3:4])[CH2:22]2, predict the reactants needed to synthesize it. The reactants are: [CH2:1]([C:5](=[CH2:22])[C:6]([C:8]1[CH:13]=[CH:12][C:11]([NH:14]C(=O)C(C)(C)C)=[C:10]([F:21])[CH:9]=1)=[O:7])[CH2:2][CH2:3][CH3:4].OS(O)(=O)=O. (4) Given the product [CH3:1][Si:2]([CH3:45])([CH3:44])[CH2:3][CH2:4][O:5][CH2:6][N:7]([CH2:36][O:37][CH2:38][CH2:39][Si:40]([CH3:43])([CH3:42])[CH3:41])[C:8]1[N:13]2[N:14]=[CH:15][C:16]([C:17]3[CH:18]=[N:19][C:20]([C:46]4[CH:51]=[CH:50][CH:49]=[CH:48][CH:47]=4)=[CH:21][CH:22]=3)=[C:12]2[N:11]=[C:10]([CH:24]2[CH2:29][CH2:28][CH:27]([CH2:30][C:31]([O:33][CH2:34][CH3:35])=[O:32])[CH2:26][CH2:25]2)[CH:9]=1, predict the reactants needed to synthesize it. The reactants are: [CH3:1][Si:2]([CH3:45])([CH3:44])[CH2:3][CH2:4][O:5][CH2:6][N:7]([CH2:36][O:37][CH2:38][CH2:39][Si:40]([CH3:43])([CH3:42])[CH3:41])[C:8]1[N:13]2[N:14]=[CH:15][C:16]([C:17]3[CH:18]=[N:19][C:20](Cl)=[CH:21][CH:22]=3)=[C:12]2[N:11]=[C:10]([CH:24]2[CH2:29][CH2:28][CH:27]([CH2:30][C:31]([O:33][CH2:34][CH3:35])=[O:32])[CH2:26][CH2:25]2)[CH:9]=1.[C:46]1(B(O)O)[CH:51]=[CH:50][CH:49]=[CH:48][CH:47]=1.[O-]P([O-])([O-])=O.[K+].[K+].[K+].O1CCOCC1.